From a dataset of Reaction yield outcomes from USPTO patents with 853,638 reactions. Predict the reaction yield, written as a fraction of the theoretical maximum amount of product (1.0 means a 100% yield; for example, 0.34 means a 34% yield). (1) The reactants are [C:1]([S:5]([C:8]1[CH:9]=[C:10]2[C:15](=[CH:16][CH:17]=1)[N:14]=[CH:13][CH:12]=[C:11]2[NH:18][C:19]1[C:23]([C:24]([O:26]CC)=[O:25])=[C:22]([CH3:29])[NH:21][N:20]=1)(=[O:7])=[O:6])([CH3:4])([CH3:3])[CH3:2].[OH-].[Na+]. The catalyst is CO.O1CCCC1. The product is [C:1]([S:5]([C:8]1[CH:9]=[C:10]2[C:15](=[CH:16][CH:17]=1)[N:14]=[CH:13][CH:12]=[C:11]2[NH:18][C:19]1[C:23]([C:24]([OH:26])=[O:25])=[C:22]([CH3:29])[NH:21][N:20]=1)(=[O:6])=[O:7])([CH3:4])([CH3:3])[CH3:2]. The yield is 1.07. (2) The reactants are [Br:1][C:2]1[CH:3]=[C:4]2[C:13](=[CH:14][CH:15]=1)[C:7]1([CH2:12][CH2:11][O:10][CH2:9][CH2:8]1)[CH:6]=[C:5]2[CH2:16][CH3:17].C1C(=O)N([Br:25])C(=O)C1. The catalyst is C(Cl)(Cl)(Cl)Cl. The product is [Br:1][C:2]1[CH:3]=[C:4]2[C:13](=[CH:14][CH:15]=1)[C:7]1([CH2:8][CH2:9][O:10][CH2:11][CH2:12]1)[CH:6]=[C:5]2[CH:16]([Br:25])[CH3:17]. The yield is 0.560.